This data is from Cav3 T-type calcium channel HTS with 100,875 compounds. The task is: Binary Classification. Given a drug SMILES string, predict its activity (active/inactive) in a high-throughput screening assay against a specified biological target. The drug is Clc1c(c2[nH]n3C(C(=C(N=c3n2)C)C(=O)N)c2c(OC)cc(OC)cc2)cccc1. The result is 0 (inactive).